This data is from Reaction yield outcomes from USPTO patents with 853,638 reactions. The task is: Predict the reaction yield, written as a fraction of the theoretical maximum amount of product (1.0 means a 100% yield; for example, 0.34 means a 34% yield). (1) The reactants are C([O:3][C:4](=[O:20])[C:5]([S:8]([C:11]1[CH:19]=[CH:18][C:14]2[N:15]=[CH:16][S:17][C:13]=2[CH:12]=1)(=[O:10])=[O:9])([CH3:7])[CH3:6])C.O.[OH-].[Li+]. The catalyst is O1CCOCC1.O. The product is [S:17]1[C:13]2[CH:12]=[C:11]([S:8]([C:5]([CH3:7])([CH3:6])[C:4]([OH:20])=[O:3])(=[O:10])=[O:9])[CH:19]=[CH:18][C:14]=2[N:15]=[CH:16]1. The yield is 0.660. (2) The reactants are [OH:1][C:2]1[CH:3]=[C:4]2[C:9](=[CH:10][CH:11]=1)[C:8](=[O:12])[N:7]([CH2:13][CH:14]([CH3:16])[CH3:15])[C:6]([CH2:17][NH:18][C:19](=[O:25])[O:20][C:21]([CH3:24])([CH3:23])[CH3:22])=[C:5]2[C:26]1[S:27][CH:28]=[CH:29][CH:30]=1.[H-].[Na+].C1C=CC(N([S:40]([C:43]([F:46])([F:45])[F:44])(=[O:42])=[O:41])[S:40]([C:43]([F:46])([F:45])[F:44])(=[O:42])=[O:41])=CC=1.O. The catalyst is CN(C)C=O. The product is [CH2:13]([N:7]1[C:6]([CH2:17][NH:18][C:19](=[O:25])[O:20][C:21]([CH3:23])([CH3:22])[CH3:24])=[C:5]([C:26]2[S:27][CH:28]=[CH:29][CH:30]=2)[C:4]2[C:9](=[CH:10][CH:11]=[C:2]([O:1][S:40]([C:43]([F:46])([F:45])[F:44])(=[O:42])=[O:41])[CH:3]=2)[C:8]1=[O:12])[CH:14]([CH3:15])[CH3:16]. The yield is 1.00.